From a dataset of Forward reaction prediction with 1.9M reactions from USPTO patents (1976-2016). Predict the product of the given reaction. (1) Given the reactants [CH3:1][N:2]([CH3:12])[C:3]1[CH:8]=[CH:7][CH:6]=[C:5]([N+:9]([O-])=O)[CH:4]=1, predict the reaction product. The product is: [CH3:1][N:2]([CH3:12])[C:3]1[CH:8]=[CH:7][CH:6]=[C:5]([NH2:9])[CH:4]=1. (2) Given the reactants Cl[C:2]1[O:3][C:4]([C:7]2[CH:12]=[CH:11][C:10]([C:13]([F:16])([F:15])[F:14])=[CH:9][CH:8]=2)=[CH:5][N:6]=1.[NH2:17][C:18]1[CH:19]=[C:20]([OH:24])[CH:21]=[CH:22][CH:23]=1, predict the reaction product. The product is: [F:14][C:13]([F:16])([F:15])[C:10]1[CH:11]=[CH:12][C:7]([C:4]2[O:3][C:2]([NH:17][C:18]3[CH:19]=[C:20]([OH:24])[CH:21]=[CH:22][CH:23]=3)=[N:6][CH:5]=2)=[CH:8][CH:9]=1. (3) Given the reactants [O:1]1[CH2:6][CH2:5][N:4]([C:7]2[C:12]([CH2:13]O)=[CH:11][CH:10]=[CH:9][N:8]=2)[CH2:3][CH2:2]1.S(Cl)([Cl:17])=O, predict the reaction product. The product is: [Cl-:17].[O:1]1[CH2:6][CH2:5][N:4]([C:7]2[C:12]([CH2:13][Cl:17])=[CH:11][CH:10]=[CH:9][N:8]=2)[CH2:3][CH2:2]1. (4) Given the reactants [C:1]([O:5][C:6]([N:8]1[CH2:12][CH2:11][CH:10]([NH:13][CH3:14])[CH2:9]1)=[O:7])([CH3:4])([CH3:3])[CH3:2].C(N(CC)CC)C.[CH3:22][S:23](Cl)(=[O:25])=[O:24], predict the reaction product. The product is: [C:1]([O:5][C:6]([N:8]1[CH2:12][CH2:11][CH:10]([N:13]([S:23]([CH3:22])(=[O:25])=[O:24])[CH3:14])[CH2:9]1)=[O:7])([CH3:4])([CH3:3])[CH3:2]. (5) Given the reactants Cl[CH2:2][CH2:3][CH2:4][CH2:5][N:6]1[C:10]2[CH:11]=[CH:12][CH:13]=[CH:14][C:9]=2[N:8]=[CH:7]1.[N:15]1[CH:20]=[CH:19][C:18]([N:21]2[CH2:26][CH2:25][NH:24][CH2:23][CH2:22]2)=[CH:17][CH:16]=1.C(N(C(C)C)CC)(C)C.[I-].[K+], predict the reaction product. The product is: [N:15]1[CH:20]=[CH:19][C:18]([N:21]2[CH2:22][CH2:23][N:24]([CH2:2][CH2:3][CH2:4][CH2:5][N:6]3[C:10]4[CH:11]=[CH:12][CH:13]=[CH:14][C:9]=4[N:8]=[CH:7]3)[CH2:25][CH2:26]2)=[CH:17][CH:16]=1. (6) Given the reactants C([O:3][C:4]([C:6]1[CH:7]=[N:8][N:9]([C@H:15]2[CH2:20][CH2:19][C@@H:18]([OH:21])[CH2:17][CH2:16]2)[C:10]=1[C:11]([F:14])([F:13])[F:12])=[O:5])C.[OH-].[Li+].O, predict the reaction product. The product is: [OH:21][C@@H:18]1[CH2:19][CH2:20][C@H:15]([N:9]2[C:10]([C:11]([F:12])([F:13])[F:14])=[C:6]([C:4]([OH:5])=[O:3])[CH:7]=[N:8]2)[CH2:16][CH2:17]1.